Dataset: Catalyst prediction with 721,799 reactions and 888 catalyst types from USPTO. Task: Predict which catalyst facilitates the given reaction. (1) Reactant: [CH3:1][O:2][C:3]1[CH:8]=[C:7]([N+:9]([O-:11])=[O:10])[CH:6]=[CH:5][C:4]=1[OH:12].N1C=CC=CC=1.[C:19](OC(=O)C)(=[O:21])[CH3:20]. Product: [N+:9]([C:7]1[CH:6]=[CH:5][C:4]([O:12][C:19](=[O:21])[CH3:20])=[C:3]([O:2][CH3:1])[CH:8]=1)([O-:11])=[O:10]. The catalyst class is: 2. (2) The catalyst class is: 196. Product: [OH:14][CH2:13][CH2:12][CH2:11][C:4]1[C:3]([CH:6]=[O:7])=[C:2]([CH:8]=[O:9])[S:1][CH:5]=1. Reactant: [S:1]1[CH:5]=[CH:4][C:3]([CH:6]=[O:7])=[C:2]1[CH:8]=[O:9].Br[CH2:11][CH2:12][CH2:13][O:14][CH:13]1[CH2:12][CH2:11]CC[O:14]1.BrCCCCC=C.